The task is: Predict the reactants needed to synthesize the given product.. This data is from Full USPTO retrosynthesis dataset with 1.9M reactions from patents (1976-2016). Given the product [CH2:2]1[C:3]2([CH2:8][O:7][CH:6]([CH2:9][O:10][C:14]3[CH:19]=[CH:18][N+:17]([O-:20])=[C:16]([CH3:21])[C:15]=3[CH3:22])[O:5][CH2:4]2)[CH2:1]1, predict the reactants needed to synthesize it. The reactants are: [CH2:1]1[C:3]2([CH2:8][O:7][CH:6]([CH2:9][OH:10])[O:5][CH2:4]2)[CH2:2]1.[H-].[Na+].Cl[C:14]1[CH:19]=[CH:18][N+:17]([O-:20])=[C:16]([CH3:21])[C:15]=1[CH3:22].